Regression. Given a peptide amino acid sequence and an MHC pseudo amino acid sequence, predict their binding affinity value. This is MHC class I binding data. From a dataset of Peptide-MHC class I binding affinity with 185,985 pairs from IEDB/IMGT. The peptide sequence is KITFALKKL. The MHC is HLA-A11:01 with pseudo-sequence HLA-A11:01. The binding affinity (normalized) is 0.0880.